Dataset: Full USPTO retrosynthesis dataset with 1.9M reactions from patents (1976-2016). Task: Predict the reactants needed to synthesize the given product. Given the product [Br:3][C:4]1[CH:5]=[C:6]2[C:11](=[CH:12][CH:13]=1)[N:10]=[CH:9][C:8]([C:14]([OH:16])=[O:15])=[C:7]2[NH:19][CH2:20][C@@H:21]([O:23][CH3:24])[CH3:22], predict the reactants needed to synthesize it. The reactants are: [OH-].[Na+].[Br:3][C:4]1[CH:5]=[C:6]2[C:11](=[CH:12][CH:13]=1)[N:10]=[CH:9][C:8]([C:14]([O:16]CC)=[O:15])=[C:7]2[NH:19][CH2:20][C@@H:21]([O:23][CH3:24])[CH3:22].Cl.